This data is from Catalyst prediction with 721,799 reactions and 888 catalyst types from USPTO. The task is: Predict which catalyst facilitates the given reaction. Reactant: [H-].[Na+].[Cl:3][C:4]1[CH:9]=[CH:8][CH:7]=[C:6]([F:10])[C:5]=1[OH:11].Cl[C:13]1[CH:22]=[CH:21][C:20]2[C:15](=[C:16]([C:23]3[NH:31][C:30]4[CH2:29][CH2:28][NH:27][C:26](=[O:32])[C:25]=4[CH:24]=3)[CH:17]=[CH:18][CH:19]=2)[N:14]=1.C(O)(C(F)(F)F)=O. Product: [Cl:3][C:4]1[CH:9]=[CH:8][CH:7]=[C:6]([F:10])[C:5]=1[O:11][C:13]1[CH:22]=[CH:21][C:20]2[C:15](=[C:16]([C:23]3[NH:31][C:30]4[CH2:29][CH2:28][NH:27][C:26](=[O:32])[C:25]=4[CH:24]=3)[CH:17]=[CH:18][CH:19]=2)[N:14]=1. The catalyst class is: 623.